This data is from Forward reaction prediction with 1.9M reactions from USPTO patents (1976-2016). The task is: Predict the product of the given reaction. Given the reactants [Mg].[CH3:2][C:3]1[CH2:4][C:5]2[C:10]([CH:11]=1)=[CH:9][CH:8]=[CH:7][C:6]=2Br.BrCCBr.[Cl:17][Si:18](Cl)([CH3:20])[CH3:19], predict the reaction product. The product is: [Cl:17][Si:18]([CH3:20])([CH3:19])[C:6]1[CH:7]=[CH:8][CH:9]=[C:10]2[C:5]=1[CH2:4][C:3]([CH3:2])=[CH:11]2.